This data is from Forward reaction prediction with 1.9M reactions from USPTO patents (1976-2016). The task is: Predict the product of the given reaction. Given the reactants C(OP([O-])OCC)C.[H-].[Na+].Br[CH:12]([CH3:16])[C:13]([OH:15])=[O:14].[H][H].[C:19]1([C:25]2[CH:26]=[C:27]([CH:30]=O)[S:28][CH:29]=2)[CH:24]=[CH:23][CH:22]=[CH:21][CH:20]=1, predict the reaction product. The product is: [CH3:16]/[C:12](=[CH:30]\[C:27]1[S:28][CH:29]=[C:25]([C:19]2[CH:20]=[CH:21][CH:22]=[CH:23][CH:24]=2)[CH:26]=1)/[C:13]([OH:15])=[O:14].